Dataset: Reaction yield outcomes from USPTO patents with 853,638 reactions. Task: Predict the reaction yield, written as a fraction of the theoretical maximum amount of product (1.0 means a 100% yield; for example, 0.34 means a 34% yield). (1) The reactants are [Br:1][C:2]1[CH:3]=[N:4][CH:5]=[C:6]([CH:17]=1)[C:7]([NH:9][C:10]1[CH:15]=[CH:14][CH:13]=[CH:12][C:11]=1Br)=[O:8].C([O-])([O-])=O.[Cs+].[Cs+].N1C2C(=CC=C3C=2N=CC=C3)C=CC=1.C(OCC)(=O)C. The catalyst is O1CCOCC1.[Cu]I. The product is [Br:1][C:2]1[CH:17]=[C:6]([C:7]2[O:8][C:11]3[CH:12]=[CH:13][CH:14]=[CH:15][C:10]=3[N:9]=2)[CH:5]=[N:4][CH:3]=1. The yield is 0.750. (2) The reactants are Cl[C:2]1[N:7]=[C:6]([C:8]2[N:12]3[CH:13]=[CH:14][CH:15]=[CH:16][C:11]3=[N:10][C:9]=2[C:17]2[CH:18]=[CH:19][C:20]([O:34][CH2:35][CH3:36])=[C:21]([CH:33]=2)[C:22]([NH:24][C:25]2[C:30]([F:31])=[CH:29][CH:28]=[CH:27][C:26]=2[F:32])=[O:23])[CH:5]=[CH:4][N:3]=1.[CH3:37][O:38][C:39]1[CH:44]=[C:43]([CH:45]2[CH2:50][CH2:49][N:48]([CH2:51][CH:52]([CH3:54])[CH3:53])[CH2:47][CH2:46]2)[CH:42]=[CH:41][C:40]=1[NH2:55].C1(C)C=CC(S(O)(=O)=O)=CC=1.C[O-].[Na+]. The catalyst is C(Cl)Cl.CC(O)C. The product is [F:32][C:26]1[CH:27]=[CH:28][CH:29]=[C:30]([F:31])[C:25]=1[NH:24][C:22](=[O:23])[C:21]1[CH:33]=[C:17]([C:9]2[N:10]=[C:11]3[CH:16]=[CH:15][CH:14]=[CH:13][N:12]3[C:8]=2[C:6]2[CH:5]=[CH:4][N:3]=[C:2]([NH:55][C:40]3[CH:41]=[CH:42][C:43]([CH:45]4[CH2:46][CH2:47][N:48]([CH2:51][CH:52]([CH3:54])[CH3:53])[CH2:49][CH2:50]4)=[CH:44][C:39]=3[O:38][CH3:37])[N:7]=2)[CH:18]=[CH:19][C:20]=1[O:34][CH2:35][CH3:36]. The yield is 0.520. (3) The reactants are [N+:1]([C:4]1[CH:10]=[CH:9][C:7]([NH2:8])=[CH:6][CH:5]=1)([O-:3])=[O:2].[NH2:11][C:12]1[N:17]=[C:16](Cl)[CH:15]=[C:14]([CH3:19])[N:13]=1.Cl. The catalyst is C(OCCO)C. The product is [CH3:19][C:14]1[N:13]=[C:12]([NH2:11])[N:17]=[C:16]([NH:8][C:7]2[CH:9]=[CH:10][C:4]([N+:1]([O-:3])=[O:2])=[CH:5][CH:6]=2)[CH:15]=1. The yield is 0.510.